This data is from Reaction yield outcomes from USPTO patents with 853,638 reactions. The task is: Predict the reaction yield, written as a fraction of the theoretical maximum amount of product (1.0 means a 100% yield; for example, 0.34 means a 34% yield). (1) The reactants are [NH:1]1[C:5]([NH:6][C:7]([NH:9][C:10](=[O:14])OCC)=[S:8])=[CH:4][CH:3]=[N:2]1.[OH-].[Na+].OS(O)(=O)=O. No catalyst specified. The product is [S:8]=[C:7]1[NH:9][C:10](=[O:14])[N:1]2[N:2]=[CH:3][CH:4]=[C:5]2[NH:6]1. The yield is 0.820. (2) The reactants are Cl[C:2]1[N:7]2[N:8]=[CH:9][CH:10]=[C:6]2[N:5]=[C:4]([NH:11][C:12](=[O:23])[C:13]2[CH:18]=[CH:17][C:16]([C:19]([OH:22])([CH3:21])[CH3:20])=[CH:15][CH:14]=2)[CH:3]=1.[NH:24]1[CH2:29][CH2:28][O:27][CH2:26][CH2:25]1. The catalyst is C(O)CCC. The product is [OH:22][C:19]([C:16]1[CH:17]=[CH:18][C:13]([C:12]([NH:11][C:4]2[CH:3]=[C:2]([N:24]3[CH2:29][CH2:28][O:27][CH2:26][CH2:25]3)[N:7]3[N:8]=[CH:9][CH:10]=[C:6]3[N:5]=2)=[O:23])=[CH:14][CH:15]=1)([CH3:21])[CH3:20]. The yield is 0.540. (3) The reactants are [N:1]([CH2:4][CH2:5][NH:6][C:7](=[O:21])[CH2:8][CH2:9][CH2:10][CH2:11][CH2:12][CH2:13][CH2:14][CH2:15][CH2:16][CH2:17][CH2:18]CC)=[N+:2]=[N-:3].N(CCN)=[N+]=[N-].C(N(CC)CC)C. The catalyst is ClCCl. The product is [N:1]([CH2:4][CH2:5][NH:6][C:7](=[O:21])[CH2:8][CH2:9][CH2:10][CH2:11][CH2:12][CH2:13][CH2:14][CH2:15][CH2:16][CH2:17][CH3:18])=[N+:2]=[N-:3]. The yield is 0.690. (4) The reactants are [CH3:1][O:2][CH2:3][O:4][C:5]1[CH:10]=[CH:9][C:8]([O:11][CH2:12][O:13][CH3:14])=[CH:7][CH:6]=1.[Li]C(CC)C.[B:20](OC(C)C)([O:25]C(C)C)[O:21]C(C)C. The catalyst is C1COCC1. The product is [CH3:14][O:13][CH2:12][O:11][C:8]1[CH:9]=[CH:10][C:5]([O:4][CH2:3][O:2][CH3:1])=[CH:6][C:7]=1[B:20]([OH:25])[OH:21]. The yield is 0.660. (5) The reactants are [OH:1][C:2]1[CH:19]=[CH:18][C:5]([C:6]2[C:15](=[O:16])[C:14]3[C:9](=[CH:10][C:11]([OH:17])=[CH:12][CH:13]=3)[O:8][CH:7]=2)=[CH:4][CH:3]=1.[F:20][C:21]1[CH:22]=[C:23]([C:36]([F:39])([F:38])[F:37])[CH:24]=[C:25]([C:27]2OC=[C:30]([CH2:32][CH2:33][CH2:34]I)[N:31]=2)[CH:26]=1.C(=O)([O-])[O-].[Cs+].[Cs+].CS(C)=O.[OH2:50]. No catalyst specified. The product is [F:20][C:21]1[CH:26]=[C:25]([C:27]2[O:50][C:32]([CH2:33][CH2:34][O:17][C:11]3[CH:10]=[C:9]4[C:14]([C:15](=[O:16])[C:6]([C:5]5[CH:18]=[CH:19][C:2]([OH:1])=[CH:3][CH:4]=5)=[CH:7][O:8]4)=[CH:13][CH:12]=3)=[CH:30][N:31]=2)[CH:24]=[C:23]([C:36]([F:38])([F:39])[F:37])[CH:22]=1. The yield is 0.760.